Dataset: NCI-60 drug combinations with 297,098 pairs across 59 cell lines. Task: Regression. Given two drug SMILES strings and cell line genomic features, predict the synergy score measuring deviation from expected non-interaction effect. Drug 1: C1=C(C(=O)NC(=O)N1)N(CCCl)CCCl. Drug 2: CCC1=C2CN3C(=CC4=C(C3=O)COC(=O)C4(CC)O)C2=NC5=C1C=C(C=C5)O. Cell line: UACC-257. Synergy scores: CSS=24.5, Synergy_ZIP=-4.01, Synergy_Bliss=2.40, Synergy_Loewe=-7.12, Synergy_HSA=3.08.